This data is from Full USPTO retrosynthesis dataset with 1.9M reactions from patents (1976-2016). The task is: Predict the reactants needed to synthesize the given product. Given the product [Si:1]([O:8][CH2:9][C@@H:10]1[C@@H:14]([O:15][Si:16]([CH:23]([CH3:25])[CH3:24])([CH:20]([CH3:22])[CH3:21])[CH:17]([CH3:19])[CH3:18])[CH2:13][C@H:12]([NH:26][C:27]2[C:32]([C:33]([C:35]3[S:36][C:37]([CH3:42])=[C:38]([CH2:40][Cl:45])[CH:39]=3)=[O:34])=[CH:31][N:30]=[CH:29][N:28]=2)[CH2:11]1)([C:4]([CH3:7])([CH3:6])[CH3:5])([CH3:3])[CH3:2], predict the reactants needed to synthesize it. The reactants are: [Si:1]([O:8][CH2:9][C@@H:10]1[C@@H:14]([O:15][Si:16]([CH:23]([CH3:25])[CH3:24])([CH:20]([CH3:22])[CH3:21])[CH:17]([CH3:19])[CH3:18])[CH2:13][C@H:12]([NH:26][C:27]2[C:32]([C:33]([C:35]3[S:36][C:37]([CH3:42])=[C:38]([CH2:40]O)[CH:39]=3)=[O:34])=[CH:31][N:30]=[CH:29][N:28]=2)[CH2:11]1)([C:4]([CH3:7])([CH3:6])[CH3:5])([CH3:3])[CH3:2].S(Cl)([Cl:45])=O.